Predict the reaction yield, written as a fraction of the theoretical maximum amount of product (1.0 means a 100% yield; for example, 0.34 means a 34% yield). From a dataset of Reaction yield outcomes from USPTO patents with 853,638 reactions. (1) The catalyst is C(OCC)(=O)C.O. The product is [Cl:9][CH2:10][C:11]1[N:8]=[C:6]2[CH:5]=[CH:4][CH:3]=[C:2]([F:1])[N:7]2[CH:13]=1. The yield is 0.770. The reactants are [F:1][C:2]1[N:7]=[C:6]([NH2:8])[CH:5]=[CH:4][CH:3]=1.[Cl:9][CH2:10][C:11]([CH2:13]Cl)=O.C(=O)(O)[O-].[Na+]. (2) The reactants are Br[C:2]1[CH:3]=[C:4]([O:12][CH3:13])[C:5]([O:10][CH3:11])=[C:6]([CH:9]=1)[C:7]#[N:8].[O:14]1[CH:18]=[CH:17][CH:16]=[C:15]1B(O)O.O1CCOCC1.C([O-])([O-])=O.[Na+].[Na+]. The catalyst is C1C=CC([P]([Pd]([P](C2C=CC=CC=2)(C2C=CC=CC=2)C2C=CC=CC=2)([P](C2C=CC=CC=2)(C2C=CC=CC=2)C2C=CC=CC=2)[P](C2C=CC=CC=2)(C2C=CC=CC=2)C2C=CC=CC=2)(C2C=CC=CC=2)C2C=CC=CC=2)=CC=1.O. The product is [O:14]1[CH:18]=[CH:17][CH:16]=[C:15]1[C:2]1[CH:3]=[C:4]([O:12][CH3:13])[C:5]([O:10][CH3:11])=[C:6]([CH:9]=1)[C:7]#[N:8]. The yield is 0.940.